Dataset: Forward reaction prediction with 1.9M reactions from USPTO patents (1976-2016). Task: Predict the product of the given reaction. (1) Given the reactants [CH3:1][NH:2][CH:3]1[CH2:8][CH2:7][O:6][CH2:5][CH2:4]1.C([O-])([O-])=O.[Cs+].[Cs+].Cl[C:16]1[CH:21]=[C:20]([Cl:22])[N:19]=[C:18]([N:23]2[CH2:28][CH2:27][O:26][CH2:25][CH2:24]2)[N:17]=1, predict the reaction product. The product is: [Cl:22][C:20]1[N:19]=[C:18]([N:23]2[CH2:28][CH2:27][O:26][CH2:25][CH2:24]2)[N:17]=[C:16]([N:2]([CH3:1])[CH:3]2[CH2:8][CH2:7][O:6][CH2:5][CH2:4]2)[CH:21]=1. (2) Given the reactants [Br:1][C:2]1[CH:31]=[CH:30][CH:29]=[CH:28][C:3]=1[O:4][C:5]1[CH:6]=[C:7]([NH:14][C:15]2[C:24]3[C:19](=[CH:20][CH:21]=[CH:22][CH:23]=3)[N:18]=[C:17]([C:25]([OH:27])=[O:26])[N:16]=2)[CH:8]=[C:9]([N+:11]([O-:13])=[O:12])[CH:10]=1.[CH:32](O)([CH3:34])[CH3:33], predict the reaction product. The product is: [Br:1][C:2]1[CH:31]=[CH:30][CH:29]=[CH:28][C:3]=1[O:4][C:5]1[CH:6]=[C:7]([NH:14][C:15]2[C:24]3[C:19](=[CH:20][CH:21]=[CH:22][CH:23]=3)[N:18]=[C:17]([C:25]([O:27][CH:32]([CH3:34])[CH3:33])=[O:26])[N:16]=2)[CH:8]=[C:9]([N+:11]([O-:13])=[O:12])[CH:10]=1. (3) Given the reactants C[O:2][C:3](=[O:41])[CH2:4][C@H:5]1[C:9]2[CH:10]=[CH:11][C:12]([O:14][C@H:15]3[C:23]4[C:18](=[C:19]([O:25][C:26]5[CH:31]=[CH:30][C:29]([CH2:32][CH2:33][CH2:34][C:35]([OH:38])([CH3:37])[CH3:36])=[CH:28][C:27]=5[C:39]#[N:40])[CH:20]=[CH:21][C:22]=4[F:24])[CH2:17][CH2:16]3)=[CH:13][C:8]=2[O:7][CH2:6]1.[OH-].[K+], predict the reaction product. The product is: [C:39]([C:27]1[CH:28]=[C:29]([CH2:32][CH2:33][CH2:34][C:35]([OH:38])([CH3:36])[CH3:37])[CH:30]=[CH:31][C:26]=1[O:25][C:19]1[CH:20]=[CH:21][C:22]([F:24])=[C:23]2[C:18]=1[CH2:17][CH2:16][C@H:15]2[O:14][C:12]1[CH:11]=[CH:10][C:9]2[C@H:5]([CH2:4][C:3]([OH:41])=[O:2])[CH2:6][O:7][C:8]=2[CH:13]=1)#[N:40]. (4) Given the reactants C[O:2][C:3](=[O:29])[CH2:4][CH2:5][CH2:6][CH2:7][NH:8][C:9](=[O:28])[C:10]1[CH:15]=[CH:14][CH:13]=[C:12]([CH:16]=[C:17]2[C:25]3[C:20](=[CH:21][CH:22]=[C:23]([F:26])[CH:24]=3)[NH:19][C:18]2=[O:27])[CH:11]=1.CO.[Li+].[OH-].Cl, predict the reaction product. The product is: [F:26][C:23]1[CH:24]=[C:25]2[C:20](=[CH:21][CH:22]=1)[NH:19][C:18](=[O:27])[C:17]2=[CH:16][C:12]1[CH:11]=[C:10]([CH:15]=[CH:14][CH:13]=1)[C:9]([NH:8][CH2:7][CH2:6][CH2:5][CH2:4][C:3]([OH:29])=[O:2])=[O:28].